From a dataset of Full USPTO retrosynthesis dataset with 1.9M reactions from patents (1976-2016). Predict the reactants needed to synthesize the given product. (1) Given the product [O:31]=[C:32]([CH3:34])[CH2:33][C:2]1[CH:3]=[C:4]([CH2:8][C:9]([O:11][CH3:12])=[O:10])[CH:5]=[CH:6][CH:7]=1, predict the reactants needed to synthesize it. The reactants are: Br[C:2]1[CH:3]=[C:4]([CH2:8][C:9]([O:11][CH3:12])=[O:10])[CH:5]=[CH:6][CH:7]=1.C[O-].C([Sn+](CCCC)CCCC)CCC.C([O:31][C:32]([CH3:34])=[CH2:33])(=O)C.C1(C)C=CC=CC=1P(C1C=CC=CC=1C)C1C=CC=CC=1C.[F-].[K+]. (2) Given the product [ClH:22].[ClH:22].[OH:21][CH2:20][C:16]1[CH:15]=[C:14]([N:11]2[CH2:12][CH2:13][NH:8][CH2:9][CH2:10]2)[CH:19]=[CH:18][CH:17]=1, predict the reactants needed to synthesize it. The reactants are: C(C(O[N:8]1[CH2:13][CH2:12][N:11]([C:14]2[CH:19]=[CH:18][CH:17]=[C:16]([CH2:20][OH:21])[CH:15]=2)[CH2:10][CH2:9]1)=O)(C)(C)C.[ClH:22]. (3) Given the product [CH3:1][O:2][C:3](=[O:18])[C:4]([CH3:17])([CH3:16])[CH2:5][O:6][C:7]1[CH:12]=[CH:11][C:10]([Cl:13])=[CH:9][C:8]=1/[CH:14]=[C:24]1\[C:25](=[O:29])[NH:26][C:27]2[C:23]\1=[CH:22][CH:21]=[C:20]([Cl:19])[CH:28]=2, predict the reactants needed to synthesize it. The reactants are: [CH3:1][O:2][C:3](=[O:18])[C:4]([CH3:17])([CH3:16])[CH2:5][O:6][C:7]1[CH:12]=[CH:11][C:10]([Cl:13])=[CH:9][C:8]=1[CH:14]=O.[Cl:19][C:20]1[CH:28]=[C:27]2[C:23]([CH2:24][C:25](=[O:29])[NH:26]2)=[CH:22][CH:21]=1.N1CCCC1. (4) Given the product [OH:18][NH:17][C:1](=[NH:2])[C:3]1[CH:8]=[CH:7][C:6]([S:9](=[O:10])(=[O:11])[NH:12][CH2:13][CH2:14][OH:15])=[CH:5][CH:4]=1, predict the reactants needed to synthesize it. The reactants are: [C:1]([C:3]1[CH:8]=[CH:7][C:6]([S:9]([NH:12][CH2:13][CH2:14][OH:15])(=[O:11])=[O:10])=[CH:5][CH:4]=1)#[N:2].Cl.[NH2:17][OH:18].C([O-])(O)=O.[Na+]. (5) Given the product [Cl:1][C:2]1[CH:9]=[CH:8][C:5]([CH:6]=[N:11][OH:12])=[CH:4][CH:3]=1, predict the reactants needed to synthesize it. The reactants are: [Cl:1][C:2]1[CH:9]=[CH:8][C:5]([CH:6]=O)=[CH:4][CH:3]=1.Cl.[NH2:11][OH:12].N1C=CC=CC=1. (6) Given the product [F:1][C:2]1[CH:3]=[C:4]([S:8]([C:9]2[CH:10]=[C:11]3[C:16](=[CH:17][CH:18]=2)[C@H:15]([CH2:19][N:20]2[CH2:21][CH:22]([OH:24])[CH2:23]2)[CH2:14][CH2:13][CH2:12]3)(=[O:25])=[O:31])[CH:5]=[CH:6][CH:7]=1, predict the reactants needed to synthesize it. The reactants are: [F:1][C:2]1[CH:3]=[C:4]([S:8][C:9]2[CH:10]=[C:11]3[C:16](=[CH:17][CH:18]=2)[C@H:15]([CH2:19][N:20]2[CH2:23][CH:22]([OH:24])[CH2:21]2)[CH2:14][CH2:13][CH2:12]3)[CH:5]=[CH:6][CH:7]=1.[OH:25]OS([O-])=O.[K+].[OH2:31].